This data is from Retrosynthesis with 50K atom-mapped reactions and 10 reaction types from USPTO. The task is: Predict the reactants needed to synthesize the given product. Given the product O=C(c1ccc2cncc(-c3ccc(Cl)cc3)c2n1)N1CCNCC1, predict the reactants needed to synthesize it. The reactants are: C1CNCCN1.O=C(O)c1ccc2cncc(-c3ccc(Cl)cc3)c2n1.